From a dataset of Forward reaction prediction with 1.9M reactions from USPTO patents (1976-2016). Predict the product of the given reaction. Given the reactants [F:1][C:2]1[C:3]([CH3:12])=[CH:4][C:5]2[S:9][C:8]([NH2:10])=[N:7][C:6]=2[CH:11]=1.[Br:13]Br, predict the reaction product. The product is: [Br:13][C:11]1[C:6]2[N:7]=[C:8]([NH2:10])[S:9][C:5]=2[CH:4]=[C:3]([CH3:12])[C:2]=1[F:1].